Predict the product of the given reaction. From a dataset of Forward reaction prediction with 1.9M reactions from USPTO patents (1976-2016). (1) Given the reactants C([O:3][C:4](=[O:23])/[CH:5]=[CH:6]/[C:7]([N:9]1[C:14]2[CH:15]=[C:16]([CH3:19])[CH:17]=[CH:18][C:13]=2[O:12][CH:11]([CH:20]([CH3:22])[CH3:21])[CH2:10]1)=[O:8])C.[OH-].[Na+], predict the reaction product. The product is: [CH:20]([CH:11]1[CH2:10][N:9]([C:7](=[O:8])/[CH:6]=[CH:5]/[C:4]([OH:23])=[O:3])[C:14]2[CH:15]=[C:16]([CH3:19])[CH:17]=[CH:18][C:13]=2[O:12]1)([CH3:22])[CH3:21]. (2) Given the reactants [Br:1][C:2]1[CH:7]=[CH:6][CH:5]=[CH:4][C:3]=1[C@H:8]([O:10][C:11]1[CH:15]=[C:14]([N:16]2[C:24]3[CH:23]=[C:22]([CH2:25][OH:26])[N:21]=[CH:20][C:19]=3[N:18]=[CH:17]2)[S:13][C:12]=1[C:27]([NH2:29])=[O:28])[CH3:9].[CH3:30][S:31](Cl)(=[O:33])=[O:32].C(N(CC)CC)C, predict the reaction product. The product is: [CH3:30][S:31]([O:26][CH2:25][C:22]1[N:21]=[CH:20][C:19]2[N:18]=[CH:17][N:16]([C:14]3[S:13][C:12]([C:27](=[O:28])[NH2:29])=[C:11]([O:10][C@@H:8]([C:3]4[CH:4]=[CH:5][CH:6]=[CH:7][C:2]=4[Br:1])[CH3:9])[CH:15]=3)[C:24]=2[CH:23]=1)(=[O:33])=[O:32]. (3) Given the reactants [OH-].[Na+].C[O:4][C:5]([C:7]1[CH:11]=[C:10]([C:12]2[S:13][C:14]([C:17]3[CH:22]=[CH:21][CH:20]=[C:19]([S:23]([CH3:26])(=[O:25])=[O:24])[CH:18]=3)=[CH:15][CH:16]=2)[N:9]([C:27]2[CH:32]=[CH:31][CH:30]=[CH:29][C:28]=2[Cl:33])[N:8]=1)=[O:6], predict the reaction product. The product is: [Cl:33][C:28]1[CH:29]=[CH:30][CH:31]=[CH:32][C:27]=1[N:9]1[C:10]([C:12]2[S:13][C:14]([C:17]3[CH:22]=[CH:21][CH:20]=[C:19]([S:23]([CH3:26])(=[O:24])=[O:25])[CH:18]=3)=[CH:15][CH:16]=2)=[CH:11][C:7]([C:5]([OH:6])=[O:4])=[N:8]1. (4) Given the reactants [F:1][C:2]1[CH:7]=[CH:6][C:5]([C:8]2[N:12]([CH3:13])[N:11]=[CH:10][C:9]=2[CH:14]=O)=[CH:4][CH:3]=1.C(O)(=O)[CH2:17][C:18]([OH:20])=[O:19].N1CCCCC1.[OH-].[Na+], predict the reaction product. The product is: [F:1][C:2]1[CH:3]=[CH:4][C:5]([C:8]2[N:12]([CH3:13])[N:11]=[CH:10][C:9]=2/[CH:14]=[CH:17]/[C:18]([OH:20])=[O:19])=[CH:6][CH:7]=1. (5) Given the reactants Cl[C:2]1[N:7]=[CH:6][C:5]([O:8][C:9]2[CH:14]=[CH:13][C:12]([S:15]([NH:18][C:19]3[S:20][CH:21]=[CH:22][N:23]=3)(=[O:17])=[O:16])=[CH:11][C:10]=2[C:24]#[N:25])=[C:4]([C:26]2[CH:31]=[CH:30][N:29]=[CH:28][CH:27]=2)[CH:3]=1.[F:32][C:33]1[C:38](B(O)O)=[CH:37][CH:36]=[C:35]([F:42])[N:34]=1.C([O-])([O-])=O.[Na+].[Na+].O, predict the reaction product. The product is: [C:24]([C:10]1[CH:11]=[C:12]([S:15]([NH:18][C:19]2[S:20][CH:21]=[CH:22][N:23]=2)(=[O:17])=[O:16])[CH:13]=[CH:14][C:9]=1[O:8][C:5]1[C:4]([C:26]2[CH:31]=[CH:30][N:29]=[CH:28][CH:27]=2)=[CH:3][C:2]([C:38]2[C:33]([F:32])=[N:34][C:35]([F:42])=[CH:36][CH:37]=2)=[N:7][CH:6]=1)#[N:25].